From a dataset of Catalyst prediction with 721,799 reactions and 888 catalyst types from USPTO. Predict which catalyst facilitates the given reaction. (1) Reactant: [CH3:1][NH:2][C:3](=S)[NH:4][NH2:5].[CH2:7]([O:9][C:10](=[O:16])[CH:11](Cl)[C:12]([CH3:14])=O)[CH3:8]. Product: [CH2:7]([O:9][C:10]([C:11]1[C:12]([CH3:14])=[N:5][NH:4][C:3]=1[NH:2][CH3:1])=[O:16])[CH3:8]. The catalyst class is: 1. (2) Reactant: [C:1]([C:4]1[CH:5]=[C:6]([N:10]2[C:15](=[O:16])[C:14]([CH2:17][C:18]3[CH:23]=[CH:22][C:21]([C:24]4[C:25]([C:30]#[N:31])=[CH:26][CH:27]=[CH:28][CH:29]=4)=[CH:20][CH:19]=3)=[C:13]([CH2:32][CH2:33][CH2:34][CH3:35])[N:12]=[C:11]2[CH3:36])[CH:7]=[CH:8][CH:9]=1)(=[O:3])[CH3:2].C(OCC)(=O)C.O. Product: [CH2:32]([C:13]1[N:12]=[C:11]([CH3:36])[N:10]([C:6]2[CH:7]=[CH:8][CH:9]=[C:4]([CH:1]([OH:3])[CH3:2])[CH:5]=2)[C:15](=[O:16])[C:14]=1[CH2:17][C:18]1[CH:19]=[CH:20][C:21]([C:24]2[C:25]([C:30]#[N:31])=[CH:26][CH:27]=[CH:28][CH:29]=2)=[CH:22][CH:23]=1)[CH2:33][CH2:34][CH3:35]. The catalyst class is: 8. (3) Reactant: [CH3:1][O:2][C:3](=[O:26])/[C:4](/[C:8]1[CH:13]=[CH:12][CH:11]=[CH:10][C:9]=1[CH2:14][O:15][C:16]1[CH:21]=[CH:20][C:19]([N+:22]([O-])=O)=[CH:18][C:17]=1[F:25])=[CH:5]/[O:6][CH3:7].[H][H]. Product: [CH3:1][O:2][C:3](=[O:26])/[C:4](/[C:8]1[CH:13]=[CH:12][CH:11]=[CH:10][C:9]=1[CH2:14][O:15][C:16]1[CH:21]=[CH:20][C:19]([NH2:22])=[CH:18][C:17]=1[F:25])=[CH:5]/[O:6][CH3:7]. The catalyst class is: 381. (4) Reactant: [Si]([O:18][C:19]1[CH:58]=[CH:57][C:22]([O:23][CH2:24][C@@H:25]([OH:56])[CH2:26][NH:27][CH2:28][CH2:29][C:30]2[CH:35]=[CH:34][C:33]([S:36]([CH:39]3[CH2:44][CH2:43][N:42]([C:45]([NH:47][CH2:48][CH2:49][CH2:50][CH2:51][CH2:52][CH2:53][CH2:54][CH3:55])=[O:46])[CH2:41][CH2:40]3)(=[O:38])=[O:37])=[CH:32][CH:31]=2)=[CH:21][C:20]=1[CH3:59])(C(C)(C)C)(C1C=CC=CC=1)C1C=CC=CC=1. Product: [CH2:48]([NH:47][C:45]([N:42]1[CH2:43][CH2:44][CH:39]([S:36]([C:33]2[CH:32]=[CH:31][C:30]([CH2:29][CH2:28][NH:27][CH2:26][C@H:25]([OH:56])[CH2:24][O:23][C:22]3[CH:57]=[CH:58][C:19]([OH:18])=[C:20]([CH3:59])[CH:21]=3)=[CH:35][CH:34]=2)(=[O:38])=[O:37])[CH2:40][CH2:41]1)=[O:46])[CH2:49][CH2:50][CH2:51][CH2:52][CH2:53][CH2:54][CH3:55]. The catalyst class is: 147. (5) The catalyst class is: 26. Product: [Cl:1][C:2]1[N:3]=[C:4]([N:14]2[CH2:19][CH2:18][O:17][CH2:16][CH2:15]2)[C:5]2[S:10][C:9]([CH2:11][N:23]3[CH2:22][CH2:21][N:20]([C:26]([CH3:31])([CH3:30])[C:27]([NH2:29])=[O:28])[CH2:25][CH2:24]3)=[C:8]([CH3:13])[C:6]=2[N:7]=1. Reactant: [Cl:1][C:2]1[N:3]=[C:4]([N:14]2[CH2:19][CH2:18][O:17][CH2:16][CH2:15]2)[C:5]2[S:10][C:9]([CH:11]=O)=[C:8]([CH3:13])[C:6]=2[N:7]=1.[N:20]1([C:26]([CH3:31])([CH3:30])[C:27]([NH2:29])=[O:28])[CH2:25][CH2:24][NH:23][CH2:22][CH2:21]1.C(OC)(OC)OC.C(O)(=O)C.C(O[BH-](OC(=O)C)OC(=O)C)(=O)C.[Na+].